This data is from Forward reaction prediction with 1.9M reactions from USPTO patents (1976-2016). The task is: Predict the product of the given reaction. (1) Given the reactants Br[CH2:2][CH2:3][CH2:4][CH2:5][CH2:6][CH2:7][OH:8].[N-:9]=[N+:10]=[N-:11].[Na+].Cl, predict the reaction product. The product is: [N:9]([CH2:2][CH2:3][CH2:4][CH2:5][CH2:6][CH2:7][OH:8])=[N+:10]=[N-:11]. (2) Given the reactants [N:1]1[N:5]2[C@@H:6]3[CH2:12][N:11](C(OCC4C=CC=CC=4)=O)[CH2:10][C@H:7]3[O:8][CH2:9][C:4]2=[CH:3][N:2]=1, predict the reaction product. The product is: [N:1]1[N:5]2[C@@H:6]3[CH2:12][NH:11][CH2:10][C@H:7]3[O:8][CH2:9][C:4]2=[CH:3][N:2]=1. (3) Given the reactants Cl[C:2]1[C:11]2[C:6](=[CH:7][C:8]([O:12][CH3:13])=[CH:9][CH:10]=2)[CH:5]=[CH:4][N:3]=1.[F-:14].[Cs+].CS(C)=O, predict the reaction product. The product is: [F:14][C:2]1[C:11]2[C:6](=[CH:7][C:8]([O:12][CH3:13])=[CH:9][CH:10]=2)[CH:5]=[CH:4][N:3]=1.